This data is from Experimentally validated miRNA-target interactions with 360,000+ pairs, plus equal number of negative samples. The task is: Binary Classification. Given a miRNA mature sequence and a target amino acid sequence, predict their likelihood of interaction. The miRNA is hsa-miR-134-3p with sequence CCUGUGGGCCACCUAGUCACCAA. The protein sequence of the target gene is MAGILFEDIFDVKDIDPEGKKFDRVSRLHCESESFKMDLILDVNIQIYPVDLGDKFRLVIASTLYEDGTLDDGEYNPTDDRPSRADQFEYVMYGKVYRIEGDETSTEAATRLSAYVSYGGLLMRLQGDANNLHGFEVDSRVYLLMKKLAF. Result: 0 (no interaction).